From a dataset of Forward reaction prediction with 1.9M reactions from USPTO patents (1976-2016). Predict the product of the given reaction. (1) Given the reactants CO[C:3](=[O:29])[C:4]([S:20]([C:23]1[CH:28]=[CH:27][CH:26]=[CH:25][CH:24]=1)(=[O:22])=[O:21])([CH:6]1[CH2:18][CH2:17][C:16]2[C:15]3[C:10](=[CH:11][CH:12]=[C:13]([Cl:19])[CH:14]=3)[NH:9][C:8]=2[CH2:7]1)[F:5].[C-:30]#[N:31].[Na+], predict the reaction product. The product is: [C:23]1([S:20]([C:4]([CH:6]2[CH2:18][CH2:17][C:16]3[C:15]4[C:10](=[CH:11][CH:12]=[C:13]([Cl:19])[CH:14]=4)[NH:9][C:8]=3[CH2:7]2)([F:5])[C:3]([NH:31][CH3:30])=[O:29])(=[O:21])=[O:22])[CH:28]=[CH:27][CH:26]=[CH:25][CH:24]=1. (2) The product is: [C:51]([O:50][C:47]1[CH:46]=[CH:45][C:44]([CH2:43][C@H:19]([NH:18][C:15](=[O:17])[CH2:14][N:2]([CH3:1])[NH:3][C:4]([NH:5][CH2:6][C:7]2[CH:8]=[CH:9][N:10]=[CH:11][CH:12]=2)=[O:13])[C:20]([N:22]([C@@H:34]([CH3:42])[CH:35]([O:39][CH2:40][CH3:41])[O:36][CH2:37][CH3:38])[CH2:23][C:24]2[C:33]3[C:28](=[CH:29][CH:30]=[CH:31][CH:32]=3)[CH:27]=[CH:26][CH:25]=2)=[O:21])=[CH:49][CH:48]=1)([CH3:54])([CH3:52])[CH3:53]. Given the reactants [CH3:1][N:2]([CH2:14][C:15]([OH:17])=O)[NH:3][C:4](=[O:13])[NH:5][CH2:6][C:7]1[CH:12]=[CH:11][N:10]=[CH:9][CH:8]=1.[NH2:18][C@@H:19]([CH2:43][C:44]1[CH:49]=[CH:48][C:47]([O:50][C:51]([CH3:54])([CH3:53])[CH3:52])=[CH:46][CH:45]=1)[C:20]([N:22]([C@@H:34]([CH3:42])[CH:35]([O:39][CH2:40][CH3:41])[O:36][CH2:37][CH3:38])[CH2:23][C:24]1[C:33]2[C:28](=[CH:29][CH:30]=[CH:31][CH:32]=2)[CH:27]=[CH:26][CH:25]=1)=[O:21], predict the reaction product.